This data is from Forward reaction prediction with 1.9M reactions from USPTO patents (1976-2016). The task is: Predict the product of the given reaction. (1) Given the reactants C1N=CN(C(N2C=NC=C2)=O)C=1.[CH:13]([N:16]1[C:28]2[CH:27]=[C:26]([C:29]([OH:31])=O)[CH:25]=[CH:24][C:23]=2[C:22]2[C:17]1=[CH:18][CH:19]=[CH:20][CH:21]=2)([CH3:15])[CH3:14].C(=O)(O)O.[NH2:36][C:37]([NH2:39])=[NH:38], predict the reaction product. The product is: [NH2:38][C:37]([NH2:39])=[N:36][C:29]([C:26]1[CH:25]=[CH:24][C:23]2[C:22]3[C:17](=[CH:18][CH:19]=[CH:20][CH:21]=3)[N:16]([CH:13]([CH3:15])[CH3:14])[C:28]=2[CH:27]=1)=[O:31]. (2) Given the reactants [Br:1][CH2:2][C:3]1[N:8]=[CH:7][C:6]([C:9]([OH:11])=O)=[CH:5][CH:4]=1.[Cl:12][C:13]1[CH:19]=[CH:18][C:16]([NH2:17])=[CH:15][C:14]=1[C:20]1[CH:25]=[CH:24][CH:23]=[CH:22][N:21]=1, predict the reaction product. The product is: [Br:1][CH2:2][C:3]1[N:8]=[CH:7][C:6]([C:9]([NH:17][C:16]2[CH:18]=[CH:19][C:13]([Cl:12])=[C:14]([C:20]3[CH:25]=[CH:24][CH:23]=[CH:22][N:21]=3)[CH:15]=2)=[O:11])=[CH:5][CH:4]=1.